From a dataset of Reaction yield outcomes from USPTO patents with 853,638 reactions. Predict the reaction yield, written as a fraction of the theoretical maximum amount of product (1.0 means a 100% yield; for example, 0.34 means a 34% yield). (1) The reactants are [Br:1][CH:2](Br)C.[Li+].CC([N-]C(C)C)C.CO[C:15](=[O:24])[C:16]1[CH:21]=[CH:20][CH:19]=[CH:18][C:17]=1[CH2:22][CH3:23].C([Li])CCC.Cl. The product is [Br:1][CH2:2][C:15]([C:16]1[CH:21]=[CH:20][CH:19]=[CH:18][C:17]=1[CH2:22][CH3:23])=[O:24]. The catalyst is C1COCC1.CCCCCC. The yield is 0.410. (2) The reactants are [Br:1][C:2]1[CH:9]=[CH:8][C:7]([C:10]#[N:11])=[CH:6][C:3]=1[CH2:4][OH:5].C(N(C(C)C)CC)(C)C.[CH3:21][O:22][CH2:23]Cl.O. The catalyst is ClCCl. The product is [Br:1][C:2]1[CH:9]=[CH:8][C:7]([C:10]#[N:11])=[CH:6][C:3]=1[CH2:4][O:5][CH2:21][O:22][CH3:23]. The yield is 0.710. (3) The reactants are [O:1]1[C:5]2[CH:6]=[C:7]([C:10]3([C:13]([OH:15])=[O:14])[CH2:12][CH2:11]3)[CH:8]=[CH:9][C:4]=2[CH:3]=[CH:2]1. The catalyst is CO.O=[Pt]=O. The product is [O:1]1[C:5]2[CH:6]=[C:7]([C:10]3([C:13]([OH:15])=[O:14])[CH2:12][CH2:11]3)[CH:8]=[CH:9][C:4]=2[CH2:3][CH2:2]1. The yield is 0.420. (4) No catalyst specified. The yield is 0.640. The reactants are [O:1]=[C:2]1[C:10]2[C:5](=[CH:6][CH:7]=[CH:8][CH:9]=2)[C:4](=[O:11])[N:3]1[CH2:12][CH2:13][CH2:14][CH2:15][N:16]([CH2:27][C:28]1[N:32](S(O)(=O)=O)[C:31]2[CH2:37][CH2:38][CH2:39][CH2:40][C:30]=2[N:29]=1)[CH:17]1[C:26]2[N:25]=[CH:24][CH:23]=[CH:22][C:21]=2[CH2:20][CH2:19][CH2:18]1.Cl.[OH-].[Na+]. The product is [NH:29]1[C:30]2[CH2:40][CH2:39][CH2:38][CH2:37][C:31]=2[N:32]=[C:28]1[CH2:27][N:16]([CH:17]1[C:26]2[N:25]=[CH:24][CH:23]=[CH:22][C:21]=2[CH2:20][CH2:19][CH2:18]1)[CH2:15][CH2:14][CH2:13][CH2:12][N:3]1[C:2](=[O:1])[C:10]2[C:5](=[CH:6][CH:7]=[CH:8][CH:9]=2)[C:4]1=[O:11]. (5) The reactants are [F:1][C:2]1[CH:8]=[C:7](I)[CH:6]=[CH:5][C:3]=1[NH2:4].[CH3:10][C:11]1[CH:15]=[CH:14][NH:13][N:12]=1.C([O-])([O-])=O.[Cs+].[Cs+].N[C@@H]1CCCC[C@H]1N. The catalyst is [Cu]I. The product is [F:1][C:2]1[CH:8]=[C:7]([N:13]2[CH:14]=[CH:15][C:11]([CH3:10])=[N:12]2)[CH:6]=[CH:5][C:3]=1[NH2:4]. The yield is 0.380.